From a dataset of Experimentally validated miRNA-target interactions with 360,000+ pairs, plus equal number of negative samples. Binary Classification. Given a miRNA mature sequence and a target amino acid sequence, predict their likelihood of interaction. (1) The miRNA is hsa-miR-211-5p with sequence UUCCCUUUGUCAUCCUUCGCCU. The protein sequence of the target gene is MMLKGITRLISRIHKLDPGRFLHMGTQARQSIAAHLDNQVPVESPRAISRTNENDPAKHGDQHEGQHYNISPQDLETVFPHGLPPRFVMQVKTFSEACLMVRKPALELLHYLKNTSFAYPAIRYLLYGEKGTGKTLSLCHVIHFCAKQDWLILHIPDAHLWVKNCRDLLQSSYNKQRFDQPLEASTWLKNFKTTNERFLNQIKVQEKYVWNKRESTEKGSPLGEVVEQGITRVRNATDAVGIVLKELKRQSSLGMFHLLVAVDGINALWGRTTLKREDKSPIAPEELALVHNLRKMMKND.... Result: 0 (no interaction). (2) The miRNA is hsa-miR-3149 with sequence UUUGUAUGGAUAUGUGUGUGUAU. The protein sequence of the target gene is MATASPAADGGRGRPWEGGLVSWPPAPPLTLPWTWMGPSWGQHPGHWGFPALTEPSASPAAGLGIFEVRRVLDASGCSMLAPLQTGAARFSSYLLSRARKVLGSHLFSPCGVPEFCSISTRKLAAHGFGASMAAMVSFPPQRYHYFLVLDFEATCDKPQIHPQEIIEFPILKLNGRTMEIESTFHMYVQPVVHPQLTPFCTELTGIIQAMVDGQPSLQQVLERVDEWMAKEGLLDPNVKSIFVTCGDWDLKVMLPGQCQYLGLPVADYFKQWINLKKAYSFAMGCWPKNGLLDMNKGLSL.... Result: 0 (no interaction). (3) The miRNA is hsa-miR-4719 with sequence UCACAAAUCUAUAAUAUGCAGG. The protein sequence of the target gene is MAVFRSGLLVLTTPLASLAPRLASILTSAARLVNHTLYVHLQPGMSLEGPAQPQSSPVQATFEVLDFITHLYAGADVHRHLDVRILLTNIRTKSTFLPPLPTSVQNLAHPPEVVLTDFQTLDGSQYNPVKQQLVRYATSCYSCCPRLASVLLYSDYGIGEVPVEPLDVPLPSTIRPASPVAGSPKQPVRGYYRGAVGGTFDRLHNAHKVLLSVACILAQEQLVVGVADKDLLKSKLLPELLQPYTERVEHLSEFLVDIKPSLTFDVIPLLDPYGPAGSDPSLEFLVVSEETYRGGMAINR.... Result: 1 (interaction). (4) The miRNA is hsa-miR-500b-3p with sequence GCACCCAGGCAAGGAUUCUG. The protein sequence of the target gene is MALSQGLLTFRDVAIEFSQEEWKCLDPAQRTLYRDVMLENYRNLVSLDISSKCMMNTLSSTGQGNTEVIHTGTLQRQASYHIGAFCSQEIEKDIHDFVFQWQEDETNDHEAPMTEIKKLTSSTDRYDQRHAGNKPIKGQLESRFHLHLRRHRRIHTGEKPYKCEECEKVFSCKSHLEIHRIIHTGEKPYKCKVCDKAFKHDSHLAKHTRIHRGDKHYTCNECGKVFDQKATLACHHRSHTGEKPYKCNECGKTFSQTSHLVYHHRLHTGEKPYKCNECGKTFARNSVLVIHKAVHTAEKP.... Result: 1 (interaction). (5) The miRNA is mmu-miR-351-5p with sequence UCCCUGAGGAGCCCUUUGAGCCUG. The protein sequence of the target gene is MLVAGLLLWASLLTGAWPSFPTQDHLPATPRVRLSFKELKATGTAHFFNFLLNTTDYRILLKDEDHDRMYVGSKDYVLSLDLHDINREPLIIHWAASPQRIEECVLSGKDVNGECGNFVRLIQPWNRTHLYVCGTGAYNPMCTYVNRGRRAQATPWTQTQAVRGRGSRATDGALRPMPTAPRQDYIFYLEPERLESGKGKCPYDPKLDTASALINEELYAGVYIDFMGTDAAIFRTLGKQTAMRTDQYNSRWLNDPSFIHAELIPDSAERNDDKLYFFFRERSAEAPQSPAVYARIGRIC.... Result: 0 (no interaction). (6) The miRNA is mmu-miR-1b-3p with sequence UGGGUACAUAAAGAAGUAUGUGC. The protein sequence of the target gene is MATSATSPHAPGFPAEGRCGYYVEKKKRFCRMVVAAGKRFCGEHAGAAEEEDARKRILCPLDPKHTVYEDQLAKHLKKCNSREKPKPDFYIQDINAGLRDETEIPEQLVPISSLSEEQLEKLIKKLRKASEGLNSTLKDHIMSHPALHDALNDPKNGDSATKHLKQQASILGNIENLKLLGPRRCFVEFGAGKGKLSHWVDIALKDAEKVHFILVEKVTTRFKVDGKHRKKNSVFERLQIDIQHLCLNKIPVLREEKLPVVGIGKHLCGMATDLALRCLVETYAASFEERNEEPLAKRIK.... Result: 0 (no interaction). (7) The miRNA is mmu-miR-384-5p with sequence UGUAAACAAUUCCUAGGCAAUGU. The protein sequence of the target gene is MERIPSAQPPPTCLPKAPGLEHGDLSGMDFAHMYQVYKSRRGIKRSEDSKETYKLPHRLIEKKRRDRINECIAQLKDLLPEHLKLTTLGHLEKAVVLELTLKHVKALTNLIDQQQQKIIALQSGLQAGDLSGRNLEAGQEMFCSGFQTCAREVLQYLAKHENTRDLKSSQLVTHLHRVVSELLQGGASRKPLDSAPKAVDLKEKPSFLAKGSEGPGKNCVPVIQRTFAPSGGEQSGSDTDTDSGYGGELEKGDLRSEQPYFKSDHGRRFAVGERVSTIKQESEEPPTKKSRMQLSEEEGH.... Result: 0 (no interaction). (8) The miRNA is hsa-miR-548j-5p with sequence AAAAGUAAUUGCGGUCUUUGGU. The protein sequence of the target gene is MLSSMAAAGSVKAALQVAEVLEAIVSCCVGPEGRQVLCTKPTGEVLLSRNGGRLLEALHLEHPIARMIVDCVSSHLKKTGDGAKTFIIFLCHLLRGLHAITDREKDPLMCENIQTHGRHWKNCSRWKFISQALLTFQTQILDGIMDQYLSRHFLSIFSSAKERTLCRSSLELLLEAYFCGRVGRNNHKFISQLMCDYFFKCMTCKSGIGVFELVDDHFVELNVGVTGLPVSDSRIIAGLVLQKDFSVYRPADGDMRMVIVTETIQPLFSTSGSEFILNSEAQFQTSQFWIMEKTKAIMKH.... Result: 1 (interaction). (9) The miRNA is rno-let-7a-5p with sequence UGAGGUAGUAGGUUGUAUAGUU. The protein sequence of the target gene is MSKRRKLPARQPACLETFSPDVLNDVSELFAKSFSYRKPLDNEWQLPAPTESFSCGHLEFRALLDLKNSLNEVKNLLSDKKLDEWHRHTAFTNKAGKIISHVKKAVNAELCTQAWCKFQEILCSFPLIPQEAFQSGRLNSLHLCEAPGAFIASLNHYLKSHRFPCEWSWVANSLNPYHEANDNLRMITDDRLMANTLHCWYFGPDNTGDIMTLKYLTGLQDFLSGMSPIHLVTADGSFDCQGNPGEQEALVSSLHYCEAVTALITLGDGGSFVLKMFTLFEHCSVNLMYLLNCSFDQVHV.... Result: 0 (no interaction).